From a dataset of Full USPTO retrosynthesis dataset with 1.9M reactions from patents (1976-2016). Predict the reactants needed to synthesize the given product. Given the product [F:35][C:34]([F:37])([F:36])[C:32]([OH:38])=[O:33].[CH:1]1([CH:6]([N:10]2[CH:14]=[C:13]([C:15]3[C:16]4[CH:23]=[CH:22][NH:21][C:17]=4[N:18]=[CH:19][N:20]=3)[CH:12]=[N:11]2)[CH2:7][CH:8]=[CH2:9])[CH2:5][CH2:4][CH2:3][CH2:2]1, predict the reactants needed to synthesize it. The reactants are: [CH:1]1([CH:6]([N:10]2[CH:14]=[C:13]([C:15]3[C:16]4[CH:23]=[CH:22][N:21](COCC[Si](C)(C)C)[C:17]=4[N:18]=[CH:19][N:20]=3)[CH:12]=[N:11]2)[CH2:7][CH:8]=[CH2:9])[CH2:5][CH2:4][CH2:3][CH2:2]1.[C:32]([OH:38])([C:34]([F:37])([F:36])[F:35])=[O:33].